From a dataset of Full USPTO retrosynthesis dataset with 1.9M reactions from patents (1976-2016). Predict the reactants needed to synthesize the given product. (1) Given the product [CH3:11][C:10]1[N:5]2[N:4]=[C:3]([CH2:2][P+:20]([C:21]3[CH:22]=[CH:23][CH:24]=[CH:25][CH:26]=3)([C:27]3[CH:32]=[CH:31][CH:30]=[CH:29][CH:28]=3)[C:14]3[CH:15]=[CH:16][CH:17]=[CH:18][CH:19]=3)[N:13]=[C:6]2[C:7]([CH3:12])=[N:8][CH:9]=1.[Cl-:1], predict the reactants needed to synthesize it. The reactants are: [Cl:1][CH2:2][C:3]1[N:13]=[C:6]2[C:7]([CH3:12])=[N:8][CH:9]=[C:10]([CH3:11])[N:5]2[N:4]=1.[C:14]1([P:20]([C:27]2[CH:32]=[CH:31][CH:30]=[CH:29][CH:28]=2)[C:21]2[CH:26]=[CH:25][CH:24]=[CH:23][CH:22]=2)[CH:19]=[CH:18][CH:17]=[CH:16][CH:15]=1. (2) Given the product [C:10]1([C:2]2[CH:7]=[C:6]([C:8]3[S:29][C:28]4[CH:30]=[CH:31][CH:32]=[CH:33][C:27]=4[C:26](=[O:34])[N:9]=3)[CH:5]=[CH:4][N:3]=2)[CH:15]=[CH:14][CH:13]=[CH:12][CH:11]=1, predict the reactants needed to synthesize it. The reactants are: Cl[C:2]1[CH:7]=[C:6]([C:8]#[N:9])[CH:5]=[CH:4][N:3]=1.[C:10]1(OB(O)O)[CH:15]=[CH:14][CH:13]=[CH:12][CH:11]=1.C(=O)([O-])[O-].[K+].[K+].[C:26](OC)(=[O:34])[C:27]1[C:28](=[CH:30][CH:31]=[CH:32][CH:33]=1)[SH:29].C(N(CC)CC)C. (3) Given the product [CH2:27]([C:28]1[N:5]2[CH:6]=[CH:7][C:8]([N:9]3[CH2:10][CH2:11][CH:12]([C:15]4[CH:20]=[CH:19][CH:18]=[CH:17][CH:16]=4)[CH2:13][CH2:14]3)=[C:3]([C:1]#[N:2])[C:4]2=[N:21][N:22]=1)[CH3:26], predict the reactants needed to synthesize it. The reactants are: [C:1]([C:3]1[C:4]([NH:21][NH2:22])=[N:5][CH:6]=[CH:7][C:8]=1[N:9]1[CH2:14][CH2:13][CH:12]([C:15]2[CH:20]=[CH:19][CH:18]=[CH:17][CH:16]=2)[CH2:11][CH2:10]1)#[N:2].C(O[C:26](OCC)(OCC)[CH2:27][CH3:28])C. (4) Given the product [NH:1]1[C:9]2[C:4](=[CH:5][CH:6]=[CH:7][CH:8]=2)[C:3]([CH2:10][C@H:11]([NH:13][CH2:20][C:21]([F:24])([F:23])[F:22])[CH3:12])=[CH:2]1, predict the reactants needed to synthesize it. The reactants are: [NH:1]1[C:9]2[C:4](=[CH:5][CH:6]=[CH:7][CH:8]=2)[C:3]([CH2:10][C@H:11]([NH2:13])[CH3:12])=[CH:2]1.FC(F)(F)S(O[CH2:20][C:21]([F:24])([F:23])[F:22])(=O)=O.CCN(C(C)C)C(C)C. (5) Given the product [CH3:1][O:2][C:3](=[O:26])[CH2:4][CH2:5][CH2:6]/[CH:7]=[CH:8]\[CH2:9][N:10]1[C:15](=[O:16])[CH2:14][CH2:13][CH2:12][C@@H:11]1/[CH:17]=[CH:18]/[CH:19]([OH:25])[CH2:20][CH2:21][CH2:22][CH2:23][CH3:24], predict the reactants needed to synthesize it. The reactants are: [CH3:1][O:2][C:3](=[O:26])[CH2:4][CH2:5][CH2:6][C:7]#[C:8][CH2:9][N:10]1[C:15](=[O:16])[CH2:14][CH2:13][CH2:12][C@@H:11]1/[CH:17]=[CH:18]/[CH:19]([OH:25])[CH2:20][CH2:21][CH2:22][CH2:23][CH3:24].[H][H].